Dataset: Forward reaction prediction with 1.9M reactions from USPTO patents (1976-2016). Task: Predict the product of the given reaction. (1) The product is: [NH2:1][C:2]1[C:7]([C:8]2[CH:17]=[CH:16][C:11]([C:12]([OH:14])=[O:13])=[C:10]([F:18])[CH:9]=2)=[CH:6][C:5]([C:24]2[CH:23]=[N:22][N:21]([CH3:20])[C:25]=2[CH3:26])=[CH:4][N:3]=1. Given the reactants [NH2:1][C:2]1[C:7]([C:8]2[CH:17]=[CH:16][C:11]([C:12]([O:14]C)=[O:13])=[C:10]([F:18])[CH:9]=2)=[CH:6][C:5](Br)=[CH:4][N:3]=1.[CH3:20][N:21]1[C:25]([CH3:26])=[C:24](B2OC(C)(C)C(C)(C)O2)[CH:23]=[N:22]1, predict the reaction product. (2) Given the reactants C([O:8][C:9]1[C:14]([CH3:15])=[CH:13][C:12]([C:16]2[O:17][C:18]([C:21]3[CH:26]=[C:25]([CH3:27])[N:24]=[C:23]([CH2:28][CH:29]([CH3:31])[CH3:30])[CH:22]=3)=[CH:19][N:20]=2)=[CH:11][C:10]=1[CH2:32][CH3:33])C1C=CC=CC=1, predict the reaction product. The product is: [CH2:32]([C:10]1[CH:11]=[C:12]([C:16]2[O:17][C:18]([C:21]3[CH:26]=[C:25]([CH3:27])[N:24]=[C:23]([CH2:28][CH:29]([CH3:30])[CH3:31])[CH:22]=3)=[CH:19][N:20]=2)[CH:13]=[C:14]([CH3:15])[C:9]=1[OH:8])[CH3:33]. (3) The product is: [O:12]1[CH2:16][CH2:15][O:14][CH:13]1[C:17]1[CH:18]=[C:19]([S:24]([C:25]([F:28])([F:27])[F:26])=[O:9])[CH:20]=[CH:21][C:22]=1[F:23]. Given the reactants ClC1C=CC=C(C(OO)=[O:9])C=1.[O:12]1[CH2:16][CH2:15][O:14][CH:13]1[C:17]1[CH:18]=[C:19]([S:24][C:25]([F:28])([F:27])[F:26])[CH:20]=[CH:21][C:22]=1[F:23].C(=O)([O-])O.[Na+], predict the reaction product. (4) Given the reactants FC(F)(F)C(O)=O.[Cl:8][C:9]1[C:10]([F:39])=[C:11]([CH:15]2[C:19]([C:22]3[CH:27]=[CH:26][C:25]([Cl:28])=[CH:24][C:23]=3[O:29][CH3:30])([C:20]#[N:21])[CH:18]([CH2:31][C:32]([CH3:35])([CH3:34])[CH3:33])[NH:17][CH:16]2[C:36]([OH:38])=O)[CH:12]=[CH:13][CH:14]=1.CC1(C)[O:45][C@@H:44]([CH2:46][CH2:47][NH2:48])[CH2:43][O:42]1.CN(C(ON1N=NC2C=CC=NC1=2)=[N+](C)C)C.F[P-](F)(F)(F)(F)F.CCN(C(C)C)C(C)C.Cl, predict the reaction product. The product is: [OH:45][C@H:44]([CH2:43][OH:42])[CH2:46][CH2:47][NH:48][C:36]([CH:16]1[CH:15]([C:11]2[CH:12]=[CH:13][CH:14]=[C:9]([Cl:8])[C:10]=2[F:39])[C:19]([C:22]2[CH:27]=[CH:26][C:25]([Cl:28])=[CH:24][C:23]=2[O:29][CH3:30])([C:20]#[N:21])[CH:18]([CH2:31][C:32]([CH3:34])([CH3:33])[CH3:35])[NH:17]1)=[O:38]. (5) Given the reactants [Br:1][C:2]1[C:3]([C:7]2[CH:12]=[CH:11][N:10]=[CH:9][CH:8]=2)=[N:4][NH:5][CH:6]=1.C([O-])([O-])=O.[K+].[K+].Br[CH2:20][CH2:21][O:22]C(=O)C, predict the reaction product. The product is: [Br:1][C:2]1[C:3]([C:7]2[CH:12]=[CH:11][N:10]=[CH:9][CH:8]=2)=[N:4][N:5]([CH2:20][CH2:21][OH:22])[CH:6]=1. (6) Given the reactants [CH:1]1([C:4]([NH:6][C:7]2[S:11][C:10]3[CH2:12][C:13](=O)[CH2:14][CH2:15][C:9]=3[C:8]=2[C:17]([NH2:19])=[O:18])=[O:5])[CH2:3][CH2:2]1.C([O-])([O-])=O.[K+].[K+].Cl.[NH2:27][OH:28], predict the reaction product. The product is: [CH:1]1([C:4]([NH:6][C:7]2[S:11][C:10]3[CH2:12][C:13](=[N:27][OH:28])[CH2:14][CH2:15][C:9]=3[C:8]=2[C:17]([NH2:19])=[O:18])=[O:5])[CH2:3][CH2:2]1.